Dataset: Forward reaction prediction with 1.9M reactions from USPTO patents (1976-2016). Task: Predict the product of the given reaction. (1) Given the reactants [O:1]=[C:2]([NH:36][C:37]1[CH:38]=[CH:39][CH:40]=[C:41]2[C:46]=1[N:45]=[CH:44][CH:43]=[CH:42]2)[CH:3]([C:17]1[CH:35]=[CH:34][C:20]([C:21]([NH:23][CH2:24][CH2:25][CH2:26][CH2:27][CH2:28][CH2:29][C:30](OC)=[O:31])=[O:22])=[CH:19][CH:18]=1)[C:4](=[O:16])[NH:5][C:6]1[CH:7]=[CH:8][CH:9]=[C:10]2[C:15]=1[N:14]=[CH:13][CH:12]=[CH:11]2.[NH2:47][OH:48].[C-]#N.[K+].Cl, predict the reaction product. The product is: [OH:48][NH:47][C:30](=[O:31])[CH2:29][CH2:28][CH2:27][CH2:26][CH2:25][CH2:24][NH:23][C:21]([C:20]1[CH:34]=[CH:35][C:17]([CH:3]([C:2]([NH:36][C:37]2[CH:38]=[CH:39][CH:40]=[C:41]3[C:46]=2[N:45]=[CH:44][CH:43]=[CH:42]3)=[O:1])[C:4]([NH:5][C:6]2[CH:7]=[CH:8][CH:9]=[C:10]3[C:15]=2[N:14]=[CH:13][CH:12]=[CH:11]3)=[O:16])=[CH:18][CH:19]=1)=[O:22]. (2) Given the reactants [C:1]([CH:4](OS(C1C=CC(C)=CC=1)(=O)=O)[C:5]1[CH:10]=[CH:9][CH:8]=[CH:7][CH:6]=1)(=[O:3])[NH2:2].[Cl:22][C:23]1[CH:24]=[CH:25][C:26]([C:45]([F:48])([F:47])[F:46])=[C:27]([CH2:29][CH2:30][C@H:31]2[C:40]3[C:35](=[CH:36][C:37]([O:43][CH3:44])=[C:38]([O:41][CH3:42])[CH:39]=3)[CH2:34][CH2:33][NH:32]2)[CH:28]=1, predict the reaction product. The product is: [Cl:22][C:23]1[CH:24]=[CH:25][C:26]([C:45]([F:48])([F:46])[F:47])=[C:27]([CH2:29][CH2:30][C@H:31]2[C:40]3[C:35](=[CH:36][C:37]([O:43][CH3:44])=[C:38]([O:41][CH3:42])[CH:39]=3)[CH2:34][CH2:33][N:32]2[C@H:4]([C:5]2[CH:6]=[CH:7][CH:8]=[CH:9][CH:10]=2)[C:1]([NH2:2])=[O:3])[CH:28]=1. (3) Given the reactants [CH3:1][C:2]1[C:12]([O:13][CH3:14])=[CH:11][C:5]2[NH:6][C:7](=[O:10])[CH2:8][O:9][C:4]=2[CH:3]=1.[H-].[Na+].Br[CH2:18][C:19]([O:21]CC)=[O:20].[OH-].[Na+], predict the reaction product. The product is: [CH3:1][C:2]1[C:12]([O:13][CH3:14])=[CH:11][C:5]2[N:6]([CH2:18][C:19]([OH:21])=[O:20])[C:7](=[O:10])[CH2:8][O:9][C:4]=2[CH:3]=1. (4) Given the reactants [CH:1]1([C@@H:4]([C:11]2[CH:20]=[C:19]3[C:14]([CH2:15][CH2:16][CH:17]([C:21]4[CH:26]=[CH:25][C:24]([OH:27])=[CH:23][C:22]=4[F:28])[O:18]3)=[CH:13][CH:12]=2)[C@H:5]([CH3:10])[C:6]([O:8][CH3:9])=[O:7])[CH2:3][CH2:2]1.N1C=CC=CC=1.[F:35][C:36]([F:49])([F:48])[S:37](O[S:37]([C:36]([F:49])([F:48])[F:35])(=[O:39])=[O:38])(=[O:39])=[O:38], predict the reaction product. The product is: [CH:1]1([C@@H:4]([C:11]2[CH:20]=[C:19]3[C:14]([CH2:15][CH2:16][CH:17]([C:21]4[CH:26]=[CH:25][C:24]([O:27][S:37]([C:36]([F:49])([F:48])[F:35])(=[O:39])=[O:38])=[CH:23][C:22]=4[F:28])[O:18]3)=[CH:13][CH:12]=2)[C@H:5]([CH3:10])[C:6]([O:8][CH3:9])=[O:7])[CH2:3][CH2:2]1. (5) Given the reactants [CH2:1]([N:3]([CH2:19][CH3:20])[CH2:4][CH2:5][N:6]1[CH2:11][CH2:10][C:9]2[NH:12][C:13]([CH:16]=O)=[C:14]([CH3:15])[C:8]=2[C:7]1=[O:18])[CH3:2].[F:21][C:22]1[CH:23]=[C:24]2[C:28](=[CH:29][C:30]=1[NH2:31])[NH:27][C:26](=[O:32])[CH2:25]2, predict the reaction product. The product is: [NH2:31][C:30]1[CH:29]=[C:28]2[C:24]([C:25](=[CH:16][C:13]3[NH:12][C:9]4[CH2:10][CH2:11][N:6]([CH2:5][CH2:4][N:3]([CH2:19][CH3:20])[CH2:1][CH3:2])[C:7](=[O:18])[C:8]=4[C:14]=3[CH3:15])[C:26](=[O:32])[NH:27]2)=[CH:23][C:22]=1[F:21]. (6) Given the reactants [OH:1][C@@H:2]([CH2:13][CH3:14])[C:3]([O:5][CH2:6][C:7]1[CH:12]=[CH:11][CH:10]=[CH:9][CH:8]=1)=[O:4].N1C=CC=CC=1.[F:21][C:22]([F:35])([F:34])[S:23](O[S:23]([C:22]([F:35])([F:34])[F:21])(=[O:25])=[O:24])(=[O:25])=[O:24], predict the reaction product. The product is: [F:21][C:22]([F:35])([F:34])[S:23]([O:1][C@@H:2]([CH2:13][CH3:14])[C:3]([O:5][CH2:6][C:7]1[CH:12]=[CH:11][CH:10]=[CH:9][CH:8]=1)=[O:4])(=[O:25])=[O:24]. (7) Given the reactants [OH:1][C:2]1[CH:18]=[CH:17][C:5]2[NH:6][C:7]([NH:9][C:10]([NH:12][CH2:13][CH2:14][O:15][CH3:16])=[O:11])=[N:8][C:4]=2[CH:3]=1.[Cl:19][C:20]1[CH:25]=[CH:24][CH:23]=[C:22]([Cl:26])[C:21]=1[S:27](Cl)(=[O:29])=[O:28].O, predict the reaction product. The product is: [Cl:19][C:20]1[CH:25]=[CH:24][CH:23]=[C:22]([Cl:26])[C:21]=1[S:27]([O:1][C:2]1[CH:18]=[CH:17][C:5]2[NH:6][C:7]([NH:9][C:10](=[O:11])[NH:12][CH2:13][CH2:14][O:15][CH3:16])=[N:8][C:4]=2[CH:3]=1)(=[O:29])=[O:28].